Task: Predict the product of the given reaction.. Dataset: Forward reaction prediction with 1.9M reactions from USPTO patents (1976-2016) (1) Given the reactants Cl[C:2]1[CH:3]=[C:4]([C:14]([NH:16][CH2:17][C:18]2[C:19](=[O:26])[NH:20][C:21]([CH3:25])=[CH:22][C:23]=2[CH3:24])=[O:15])[C:5]2[CH:10]=[N:9][N:8]([CH:11]([CH3:13])[CH3:12])[C:6]=2[N:7]=1.[NH2:27][C:28]1[CH:29]=[C:30](B(O)O)[CH:31]=[CH:32][CH:33]=1.C(=O)(O)[O-].[Na+].O, predict the reaction product. The product is: [NH2:27][C:28]1[CH:33]=[C:32]([C:2]2[CH:3]=[C:4]([C:14]([NH:16][CH2:17][C:18]3[C:19](=[O:26])[NH:20][C:21]([CH3:25])=[CH:22][C:23]=3[CH3:24])=[O:15])[C:5]3[CH:10]=[N:9][N:8]([CH:11]([CH3:13])[CH3:12])[C:6]=3[N:7]=2)[CH:31]=[CH:30][CH:29]=1. (2) Given the reactants [CH3:1][O:2][C:3]1[CH:4]=[C:5]([C:11]2[CH:18]=[CH:17][C:14]([C:15]#[N:16])=[CH:13][CH:12]=2)[N:6]=[N:7][C:8]=1[O:9]C, predict the reaction product. The product is: [CH3:1][O:2][C:3]1[C:8](=[O:9])[NH:7][N:6]=[C:5]([C:11]2[CH:18]=[CH:17][C:14]([C:15]#[N:16])=[CH:13][CH:12]=2)[CH:4]=1. (3) Given the reactants [Cl:1][C:2]1[CH:3]=[CH:4][C:5]([CH3:24])=[C:6]([CH:23]=1)[CH2:7][NH:8][C:9]([C:11]1[O:15][N:14]=[C:13]([NH:16]C(=O)C(F)(F)F)[CH:12]=1)=O.P(Cl)(Cl)(Cl)(Cl)Cl.C1(C)C=CC=CC=1.[NH2:38][OH:39], predict the reaction product. The product is: [NH2:16][C:13]1[CH:12]=[C:11]([C:9](=[N:38][OH:39])[NH:8][CH2:7][C:6]2[CH:23]=[C:2]([Cl:1])[CH:3]=[CH:4][C:5]=2[CH3:24])[O:15][N:14]=1. (4) Given the reactants [Br:1][C:2]1[C:7]([OH:8])=[CH:6][CH:5]=[CH:4][N:3]=1.Br[CH2:10][CH:11]1[CH2:13][CH2:12]1.C([O-])([O-])=O.[K+].[K+], predict the reaction product. The product is: [Br:1][C:2]1[C:7]([O:8][CH2:10][CH:11]2[CH2:13][CH2:12]2)=[CH:6][CH:5]=[CH:4][N:3]=1.